Task: Predict the reaction yield, written as a fraction of the theoretical maximum amount of product (1.0 means a 100% yield; for example, 0.34 means a 34% yield).. Dataset: Reaction yield outcomes from USPTO patents with 853,638 reactions (1) The reactants are CC(C)([O-])C.[K+].CO[C:9](=[O:22])[C:10]([C:12]1[C:20]2[C:15](=[C:16]([CH3:21])[CH:17]=[CH:18][CH:19]=2)[NH:14][CH:13]=1)=O.[Cl:23][C:24]1[C:33]([CH2:34][C:35]([NH2:37])=[O:36])=[C:32]2[C:27]([CH:28]=[CH:29][C:30]([CH2:38][N:39]([CH3:41])[CH3:40])=[N:31]2)=[CH:26][CH:25]=1.[NH4+].[Cl-]. The catalyst is O1CCCC1.CCOC(C)=O. The product is [Cl:23][C:24]1[C:33]([C:34]2[C:35](=[O:36])[NH:37][C:9](=[O:22])[C:10]=2[C:12]2[C:20]3[C:15](=[C:16]([CH3:21])[CH:17]=[CH:18][CH:19]=3)[NH:14][CH:13]=2)=[C:32]2[C:27]([CH:28]=[CH:29][C:30]([CH2:38][N:39]([CH3:40])[CH3:41])=[N:31]2)=[CH:26][CH:25]=1. The yield is 0.580. (2) The reactants are C1(P(C2C=CC=CC=2)C2C=CC3C(=CC=CC=3)C=2C2C3C(=CC=CC=3)C=CC=2P(C2C=CC=CC=2)C2C=CC=CC=2)C=CC=CC=1.Cl.[CH3:48][Si:49]([CH3:76])([CH3:75])[CH2:50][CH2:51][O:52][CH2:53][N:54]1[C:58]2[N:59]=[CH:60][N:61]=[C:62]([C:63]3[CH:64]=[N:65][N:66]([C:68]4([CH2:72][C:73]#[N:74])[CH2:71][NH:70][CH2:69]4)[CH:67]=3)[C:57]=2[CH:56]=[CH:55]1.Br[C:78]1[CH:79]=[CH:80][C:81]([C:84]([O:86][CH3:87])=[O:85])=[N:82][CH:83]=1.C(=O)([O-])[O-].[Cs+].[Cs+]. The catalyst is C1(C)C=CC=CC=1.C([O-])(=O)C.[Pd+2].C([O-])(=O)C. The product is [C:73]([CH2:72][C:68]1([N:66]2[CH:67]=[C:63]([C:62]3[C:57]4[CH:56]=[CH:55][N:54]([CH2:53][O:52][CH2:51][CH2:50][Si:49]([CH3:75])([CH3:48])[CH3:76])[C:58]=4[N:59]=[CH:60][N:61]=3)[CH:64]=[N:65]2)[CH2:69][N:70]([C:78]2[CH:79]=[CH:80][C:81]([C:84]([O:86][CH3:87])=[O:85])=[N:82][CH:83]=2)[CH2:71]1)#[N:74]. The yield is 0.636. (3) The reactants are [CH:1]([C:3]1[CH:11]=[CH:10][C:6]([C:7]([OH:9])=[O:8])=[C:5]([CH3:12])[CH:4]=1)=[O:2].S(=O)(=O)(O)O.[CH2:18](O)[CH3:19]. No catalyst specified. The product is [CH:1]([C:3]1[CH:11]=[CH:10][C:6]([C:7]([O:9][CH2:18][CH3:19])=[O:8])=[C:5]([CH3:12])[CH:4]=1)=[O:2]. The yield is 0.800. (4) The product is [Cl:30][C:26]1[CH:25]=[C:24]([CH:22]([N:3]2[C:4]3[CH:10]=[C:9]([N:11]4[CH2:16][CH2:15][O:14][CH2:13][CH2:12]4)[CH:8]=[C:7]([C:17]([OH:19])=[O:18])[C:5]=3[N:6]=[C:2]2[CH3:1])[CH3:23])[CH:29]=[CH:28][CH:27]=1. The catalyst is CN(C)C=O.O1CCCC1.O. The reactants are [CH3:1][C:2]1[NH:6][C:5]2[C:7]([C:17]([O:19]C)=[O:18])=[CH:8][C:9]([N:11]3[CH2:16][CH2:15][O:14][CH2:13][CH2:12]3)=[CH:10][C:4]=2[N:3]=1.Br[CH:22]([C:24]1[CH:29]=[CH:28][CH:27]=[C:26]([Cl:30])[CH:25]=1)[CH3:23].C(=O)([O-])[O-].[K+].[K+].[OH-].[Li+]. The yield is 0.243. (5) The reactants are [Cl:1][C:2]1[CH:18]=[CH:17][C:5]2[C:6]3[N:7]([N:11]=[C:12]([C:14](O)=[O:15])[N:13]=3)[CH2:8][CH2:9][O:10][C:4]=2[CH:3]=1.C[N:20](C)C=O.F[P-](F)(F)(F)(F)F.C[N+](C)=C(N(C)C)ON1C2N=CC=CC=2N=N1.ClC1C=CC2N=NN(O)C=2C=1.[NH4+].[Cl-].C(N(CC)C(C)C)(C)C. No catalyst specified. The product is [Cl:1][C:2]1[CH:18]=[CH:17][C:5]2[C:6]3[N:7]([N:11]=[C:12]([C:14]([NH2:20])=[O:15])[N:13]=3)[CH2:8][CH2:9][O:10][C:4]=2[CH:3]=1. The yield is 0.0530. (6) The reactants are [CH:1]([O:4][C:5]1[N:10]=[C:9]([C:11]2[CH:12]=[C:13]3[C:17](=[CH:18][CH:19]=2)[NH:16][CH:15]=[C:14]3[C:20]2[O:24][C:23](=O)[NH:22][N:21]=2)[CH:8]=[N:7][CH:6]=1)([CH3:3])[CH3:2].CCN(C(C)C)C(C)C.O(C1C=CC=CC=1)C1C=CC=CC=1.[NH:48]1[CH2:53][CH2:52][CH:51]([NH:54][C:55](=[O:61])[O:56][C:57]([CH3:60])([CH3:59])[CH3:58])[CH2:50][CH2:49]1.F[P-](F)(F)(F)(F)F.N1(O[P+](N(C)C)(N(C)C)N(C)C)C2C=CC=CC=2N=N1. The catalyst is CN(C=O)C.O. The product is [CH:1]([O:4][C:5]1[N:10]=[C:9]([C:11]2[CH:12]=[C:13]3[C:17](=[CH:18][CH:19]=2)[NH:16][CH:15]=[C:14]3[C:20]2[O:24][C:23]([N:48]3[CH2:49][CH2:50][CH:51]([NH:54][C:55](=[O:61])[O:56][C:57]([CH3:59])([CH3:58])[CH3:60])[CH2:52][CH2:53]3)=[N:22][N:21]=2)[CH:8]=[N:7][CH:6]=1)([CH3:3])[CH3:2]. The yield is 0.210. (7) The reactants are [CH2:1]([O:4][CH2:5][CH2:6][CH2:7][CH2:8][CH2:9][CH2:10][OH:11])[CH2:2][CH3:3].C1C=C[NH+]=CC=1.C1C=C[NH+]=CC=1.[O-][Cr](O[Cr]([O-])(=O)=O)(=O)=O.ClCCl.C([O-])(=O)C.[Na+]. The catalyst is C(OCC)(=O)C. The product is [CH2:1]([O:4][CH2:5][CH2:6][CH2:7][CH2:8][CH2:9][CH:10]=[O:11])[CH2:2][CH3:3]. The yield is 0.710.